This data is from Catalyst prediction with 721,799 reactions and 888 catalyst types from USPTO. The task is: Predict which catalyst facilitates the given reaction. (1) Reactant: [H-].[Na+].[OH:3][C@:4]1([C:22]2[CH:27]=[CH:26][C:25]([C:28]3[CH:33]=[CH:32][CH:31]=[CH:30][C:29]=3[CH:34]=[CH2:35])=[CH:24][CH:23]=2)[CH2:8][N:7]([C:9]([O:11][CH2:12][CH2:13][Si:14]([CH3:17])([CH3:16])[CH3:15])=[O:10])[C@H:6]([C:18]([O:20][CH3:21])=[O:19])[CH2:5]1.[CH3:36]I. Product: [CH3:36][O:3][C@:4]1([C:22]2[CH:23]=[CH:24][C:25]([C:28]3[CH:33]=[CH:32][CH:31]=[CH:30][C:29]=3[CH:34]=[CH2:35])=[CH:26][CH:27]=2)[CH2:8][N:7]([C:9]([O:11][CH2:12][CH2:13][Si:14]([CH3:17])([CH3:16])[CH3:15])=[O:10])[C@H:6]([C:18]([O:20][CH3:21])=[O:19])[CH2:5]1. The catalyst class is: 3. (2) Reactant: [CH3:1][C:2]1[N:7]=[CH:6][C:5]([C:8](=[O:10])[CH3:9])=[CH:4][CH:3]=1.[BrH:11].BrBr. Product: [BrH:11].[Br:11][CH2:9][C:8]([C:5]1[CH:6]=[N:7][C:2]([CH3:1])=[CH:3][CH:4]=1)=[O:10]. The catalyst class is: 15. (3) Reactant: [CH3:1][S:2]([C:5]1[CH:10]=[CH:9][C:8](/[C:11](/[CH2:22][O:23][C:24]([O:26][CH2:27][CH2:28][CH2:29][CH2:30][CH2:31][O:32][N+:33]([O-:35])=[O:34])=[O:25])=[C:12](\[C:16]2[CH:21]=[CH:20][CH:19]=[CH:18][CH:17]=2)/[C:13]([OH:15])=[O:14])=[CH:7][CH:6]=1)(=[O:4])=[O:3].[Br-].Br[CH2:38][CH2:39][NH+:40]([CH2:43][CH3:44])[CH2:41][CH3:42].C([O-])([O-])=O.[K+].[K+].[NH4+].[Cl-:52]. Product: [Cl-:52].[CH2:39]([NH+:40]([CH2:43][CH3:44])[CH2:41][CH2:42][O:14][C:13](=[O:15])/[C:12](/[C:16]1[CH:21]=[CH:20][CH:19]=[CH:18][CH:17]=1)=[C:11](/[C:8]1[CH:7]=[CH:6][C:5]([S:2]([CH3:1])(=[O:4])=[O:3])=[CH:10][CH:9]=1)\[CH2:22][O:23][C:24]([O:26][CH2:27][CH2:28][CH2:29][CH2:30][CH2:31][O:32][N+:33]([O-:35])=[O:34])=[O:25])[CH3:38]. The catalyst class is: 3.